Dataset: Reaction yield outcomes from USPTO patents with 853,638 reactions. Task: Predict the reaction yield, written as a fraction of the theoretical maximum amount of product (1.0 means a 100% yield; for example, 0.34 means a 34% yield). (1) The reactants are [C:1]([O:5][C:6]([N:8]1[CH2:13][CH2:12][N:11]([C:14]2[CH:19]=[CH:18][C:17]([NH:20][C:21]3[N:26]=[C:25]([CH2:27][CH2:28][C:29]4[CH:34]=[CH:33][CH:32]=[CH:31][C:30]=4[CH2:35][C:36]([O-])=[O:37])[C:24]([C:39]([F:42])([F:41])[F:40])=[CH:23][N:22]=3)=[CH:16][CH:15]=2)[CH2:10][CH2:9]1)=[O:7])([CH3:4])([CH3:3])[CH3:2].[Li+].O[N:45]1C2C=CC=CC=2N=N1.CCN=C=NCCCN(C)C.Cl.C(N(CC)C(C)C)(C)C.C(=O)([O-])[O-].[NH4+].[NH4+]. The catalyst is C1COCC1.CN(C=O)C. The product is [NH2:45][C:36](=[O:37])[CH2:35][C:30]1[CH:31]=[CH:32][CH:33]=[CH:34][C:29]=1[CH2:28][CH2:27][C:25]1[C:24]([C:39]([F:40])([F:42])[F:41])=[CH:23][N:22]=[C:21]([NH:20][C:17]2[CH:16]=[CH:15][C:14]([N:11]3[CH2:10][CH2:9][N:8]([C:6]([O:5][C:1]([CH3:3])([CH3:2])[CH3:4])=[O:7])[CH2:13][CH2:12]3)=[CH:19][CH:18]=2)[N:26]=1. The yield is 0.680. (2) The reactants are [Br:1][C:2]1[CH:3]=[C:4]([C:11]([O:13][CH2:14][CH3:15])=[O:12])[C:5]2[CH:10]=[N:9][NH:8][C:6]=2[N:7]=1.[CH:16](Br)([CH3:18])[CH3:17].C([O-])([O-])=O.[K+].[K+]. The catalyst is CC#N. The product is [Br:1][C:2]1[CH:3]=[C:4]([C:11]([O:13][CH2:14][CH3:15])=[O:12])[C:5]2[CH:10]=[N:9][N:8]([CH:16]([CH3:18])[CH3:17])[C:6]=2[N:7]=1. The yield is 0.500. (3) The reactants are C(N(CC)C1C=CC=CC=1)C.[Br:12][C:13]1[CH:18]=[CH:17][C:16]([O:19]CC(C)=C)=[C:15]([Cl:24])[CH:14]=1.[C:25]1([CH3:33])[CH:30]=C(C)C=C(C)[CH:26]=1. The catalyst is CCOC(C)=O. The product is [Br:12][C:13]1[CH:18]=[C:17]([CH2:30][C:25]([CH3:33])=[CH2:26])[C:16]([OH:19])=[C:15]([Cl:24])[CH:14]=1. The yield is 0.460. (4) The reactants are [NH:1]1[CH:5]=[C:4]([C:6]([O:8][CH3:9])=[O:7])[N:3]=[CH:2]1.[F:10][C:11]1[CH:16]=[CH:15][C:14]([CH2:17]O)=[CH:13][CH:12]=1.C1C=CC(P(C2C=CC=CC=2)C2C=CC=CC=2)=CC=1.CC(OC(/N=N/C(OC(C)C)=O)=O)C. The catalyst is C1COCC1. The product is [F:10][C:11]1[CH:16]=[CH:15][C:14]([CH2:17][N:3]2[C:4]([C:6]([O:8][CH3:9])=[O:7])=[CH:5][N:1]=[CH:2]2)=[CH:13][CH:12]=1. The yield is 0.730. (5) The reactants are [Cl:1][C:2]1[CH:10]=[CH:9][CH:8]=[C:7]2[C:3]=1[CH:4]=[CH:5][NH:6]2.[CH3:11]C1C2C(=CC=CC=2)NC=1. No catalyst specified. The product is [Cl:1][C:2]1[CH:10]=[CH:9][CH:8]=[C:7]2[C:3]=1[CH:4]=[CH:5][N:6]2[CH3:11]. The yield is 1.00. (6) The reactants are [F:1][C:2]([F:13])([F:12])[C:3]1[S:7][CH:6]=[N:5][C:4]=1[C:8](OC)=[O:9].[CH2:14]([NH2:16])[CH3:15]. The catalyst is C(O)C. The product is [CH2:14]([NH:16][C:8]([C:4]1[N:5]=[CH:6][S:7][C:3]=1[C:2]([F:13])([F:12])[F:1])=[O:9])[CH3:15]. The yield is 0.380. (7) The product is [N:16]1[CH:2]=[CH:3][C:5]([C:6]2[CH:7]=[CH:8][CH:9]=[CH:12][C:11]=2[OH:14])=[N:17][CH:15]=1. The catalyst is COC(OC)N(C)C.C(O)C. The reactants are O[CH2:2][C:3]([C:5]1C=[CH:9][CH:8]=[CH:7][CH:6]=1)=O.[C:11]([OH:14])(=O)[CH3:12].[CH:15]([NH2:17])=[NH:16].[Na]. The yield is 0.100. (8) The catalyst is CN(C)C=O. The reactants are [H-].[Na+].[CH2:3]([O:5][C:6]([C:8]1[NH:9][C:10]2[C:15]([CH:16]=1)=[CH:14][CH:13]=[C:12]([Cl:17])[CH:11]=2)=[O:7])[CH3:4].Br[CH:19]([CH3:22])[C:20]#[N:21]. The product is [CH2:3]([O:5][C:6]([C:8]1[N:9]([CH:19]([C:20]#[N:21])[CH3:22])[C:10]2[C:15]([CH:16]=1)=[CH:14][CH:13]=[C:12]([Cl:17])[CH:11]=2)=[O:7])[CH3:4]. The yield is 0.670.